This data is from Reaction yield outcomes from USPTO patents with 853,638 reactions. The task is: Predict the reaction yield, written as a fraction of the theoretical maximum amount of product (1.0 means a 100% yield; for example, 0.34 means a 34% yield). The reactants are [Cl:1][C:2]1[CH:7]=[CH:6][C:5]([OH:8])=[CH:4][CH:3]=1.C(=O)([O-])[O-].[K+].[K+].Cl[C:16]1[CH:21]=[CH:20][N:19]=[CH:18][C:17]=1[N+:22]([O-:24])=[O:23].O. The catalyst is CN(C=O)C. The product is [Cl:1][C:2]1[CH:7]=[CH:6][C:5]([O:8][C:16]2[CH:21]=[CH:20][N:19]=[CH:18][C:17]=2[N+:22]([O-:24])=[O:23])=[CH:4][CH:3]=1. The yield is 0.880.